Dataset: Reaction yield outcomes from USPTO patents with 853,638 reactions. Task: Predict the reaction yield, written as a fraction of the theoretical maximum amount of product (1.0 means a 100% yield; for example, 0.34 means a 34% yield). The reactants are [NH:1]1[C:9]2[C:4](=[CH:5][CH:6]=[CH:7][CH:8]=2)[C:3]([CH2:10][C:11]2[CH:17]=[CH:16][C:14]([NH2:15])=[CH:13][C:12]=2[CH2:18][CH3:19])=[CH:2]1.[C:20](Cl)(=O)[O:21]C1C=CC([N+]([O-])=O)=CC=1.C(N(C(C)C)CC)(C)C.[C:42]([O:46][C:47](=[O:52])[NH:48][CH2:49][CH2:50][NH2:51])([CH3:45])([CH3:44])[CH3:43]. The catalyst is C1COCC1. The product is [C:42]([O:46][C:47](=[O:52])[NH:48][CH2:49][CH2:50][NH:51][C:20]([NH:15][C:14]1[CH:16]=[CH:17][C:11]([CH2:10][C:3]2[C:4]3[C:9](=[CH:8][CH:7]=[CH:6][CH:5]=3)[NH:1][CH:2]=2)=[C:12]([CH2:18][CH3:19])[CH:13]=1)=[O:21])([CH3:45])([CH3:43])[CH3:44]. The yield is 0.640.